This data is from Forward reaction prediction with 1.9M reactions from USPTO patents (1976-2016). The task is: Predict the product of the given reaction. (1) Given the reactants [Cl:1][C:2]1[CH:3]=[C:4]([CH:7]=[CH:8][CH:9]=1)[CH:5]=O.[N:10]1[CH:15]=[CH:14][CH:13]=[C:12]([CH2:16][C:17]#[N:18])[CH:11]=1.[OH-].[Na+], predict the reaction product. The product is: [Cl:1][C:2]1[CH:3]=[C:4](/[CH:5]=[C:16](/[C:12]2[CH:11]=[N:10][CH:15]=[CH:14][CH:13]=2)\[C:17]#[N:18])[CH:7]=[CH:8][CH:9]=1. (2) Given the reactants [N:1]1[C:10]2[C:5](=[CH:6][C:7]([C:11]3([CH2:14][CH:15]=[O:16])[CH2:13][CH2:12]3)=[CH:8][CH:9]=2)[CH:4]=[CH:3][CH:2]=1.N1CCC[C@@H]1C(O)=O.[Cl:25]N1C(=O)CCC1=O, predict the reaction product. The product is: [Cl:25][CH:14]([C:11]1([C:7]2[CH:6]=[C:5]3[C:10](=[CH:9][CH:8]=2)[N:1]=[CH:2][CH:3]=[CH:4]3)[CH2:12][CH2:13]1)[CH:15]=[O:16]. (3) Given the reactants [C:1]([O:5][C:6](=[O:19])[NH:7][C:8]1[CH:13]=[C:12]([N:14]([CH3:16])[CH3:15])[C:11]([Cl:17])=[CH:10][C:9]=1[NH2:18])([CH3:4])([CH3:3])[CH3:2].C([O:22][C:23](=O)[CH2:24][C:25]([C:27]1[CH:32]=[CH:31][CH:30]=[C:29]([C:33]#[N:34])[CH:28]=1)=[O:26])C, predict the reaction product. The product is: [C:1]([O:5][C:6](=[O:19])[NH:7][C:8]1[CH:13]=[C:12]([N:14]([CH3:16])[CH3:15])[C:11]([Cl:17])=[CH:10][C:9]=1[NH:18][C:23](=[O:22])[CH2:24][C:25]([C:27]1[CH:32]=[CH:31][CH:30]=[C:29]([C:33]#[N:34])[CH:28]=1)=[O:26])([CH3:4])([CH3:2])[CH3:3]. (4) Given the reactants C([O-])([O-])=O.[Cs+].[Cs+].[OH:7][C:8]1[C:16]2[CH:15]=[CH:14][S:13][C:12]=2[CH:11]=[C:10]([C:17]([O:19]CC)=O)[CH:9]=1.F[C:23]1[CH:28]=[CH:27][C:26]([S:29]([CH3:32])(=[O:31])=[O:30])=[CH:25][CH:24]=1.[CH3:33][N:34]1[CH:38]=[CH:37][C:36]([NH2:39])=[N:35]1.[CH3:40]N(C(ON1N=NC2C=CC=NC1=2)=[N+](C)C)C.F[P-](F)(F)(F)(F)F, predict the reaction product. The product is: [CH3:32][S:29]([C:26]1[CH:27]=[CH:28][C:23]([O:7][C:8]2[C:16]3[CH:15]=[C:14]([CH3:40])[S:13][C:12]=3[CH:11]=[C:10]([C:17]([NH:39][C:36]3[CH:37]=[CH:38][N:34]([CH3:33])[N:35]=3)=[O:19])[CH:9]=2)=[CH:24][CH:25]=1)(=[O:31])=[O:30]. (5) The product is: [Cl:19][C:16]1[CH:17]=[CH:18][C:13]([S:10]([N:9]([C@H:4]([CH2:5][CH:6]([CH3:7])[CH3:8])[C:1]([NH2:2])=[O:3])[CH2:20][C:21](=[O:23])[NH:27][CH:24]2[CH2:26][CH2:25]2)(=[O:11])=[O:12])=[CH:14][CH:15]=1. Given the reactants [C:1]([C@H:4]([N:9]([CH2:20][C:21]([OH:23])=O)[S:10]([C:13]1[CH:18]=[CH:17][C:16]([Cl:19])=[CH:15][CH:14]=1)(=[O:12])=[O:11])[CH2:5][CH:6]([CH3:8])[CH3:7])(=[O:3])[NH2:2].[CH:24]1([NH2:27])[CH2:26][CH2:25]1.ON1C2C=CC=CC=2N=N1.C1(N=C=NC2CCCCC2)CCCCC1, predict the reaction product. (6) Given the reactants [CH3:1][Si:2]([CH3:22])([C:18]([CH3:21])([CH3:20])[CH3:19])[O:3][CH2:4][CH2:5]/[C:6](/[N+:15]([O-:17])=[O:16])=[CH:7]/[C:8]1[N:13]=[CH:12][C:11]([CH3:14])=[CH:10][N:9]=1.[BH4-].[Na+].O, predict the reaction product. The product is: [CH3:22][Si:2]([CH3:1])([C:18]([CH3:20])([CH3:19])[CH3:21])[O:3][CH2:4][CH2:5][CH:6]([N+:15]([O-:17])=[O:16])[CH2:7][C:8]1[N:13]=[CH:12][C:11]([CH3:14])=[CH:10][N:9]=1. (7) Given the reactants [H-].[Na+].I.[N:4]1[C:8]2[C:9]3[CH:10]=[CH:11][CH:12]=[CH:13][C:14]=3[O:15][CH2:16][C:7]=2[S:6][C:5]=1[NH2:17].Cl.[C:19](Cl)(=[O:26])[C:20]1[CH:25]=[CH:24][N:23]=[CH:22][CH:21]=1, predict the reaction product. The product is: [N:4]1[C:8]2[C:9]3[CH:10]=[CH:11][CH:12]=[CH:13][C:14]=3[O:15][CH2:16][C:7]=2[S:6][C:5]=1[NH:17][C:19](=[O:26])[C:20]1[CH:25]=[CH:24][N:23]=[CH:22][CH:21]=1.